From a dataset of Forward reaction prediction with 1.9M reactions from USPTO patents (1976-2016). Predict the product of the given reaction. Given the reactants [CH3:1][C:2]1[CH:7]=[CH:6][C:5]([C:8]2[C:13]3[CH2:14][CH:15]([CH2:17][NH2:18])[O:16][C:12]=3[CH:11]=[CH:10][CH:9]=2)=[CH:4][CH:3]=1.C(N(C(C)C)CC)(C)C.Cl[C:29]([O:31][CH2:32][C:33]1[CH:38]=[CH:37][CH:36]=[CH:35][CH:34]=1)=[O:30], predict the reaction product. The product is: [CH3:1][C:2]1[CH:3]=[CH:4][C:5]([C:8]2[C:13]3[CH2:14][CH:15]([CH2:17][NH:18][C:29](=[O:30])[O:31][CH2:32][C:33]4[CH:38]=[CH:37][CH:36]=[CH:35][CH:34]=4)[O:16][C:12]=3[CH:11]=[CH:10][CH:9]=2)=[CH:6][CH:7]=1.